Dataset: Full USPTO retrosynthesis dataset with 1.9M reactions from patents (1976-2016). Task: Predict the reactants needed to synthesize the given product. (1) Given the product [NH2:28][CH2:27][CH2:26][N:20]1[CH2:25][CH2:24][N:23]([C:2]2[N:11]=[C:10]3[C:5]([C:6](=[O:18])[C:7]([C:15]([OH:17])=[O:16])=[CH:8][N:9]3[CH:12]3[CH2:14][CH2:13]3)=[CH:4][C:3]=2[F:19])[CH2:22][CH2:21]1, predict the reactants needed to synthesize it. The reactants are: Cl[C:2]1[N:11]=[C:10]2[C:5]([C:6](=[O:18])[C:7]([C:15]([OH:17])=[O:16])=[CH:8][N:9]2[CH:12]2[CH2:14][CH2:13]2)=[CH:4][C:3]=1[F:19].[N:20]1([CH2:26][CH2:27][NH2:28])[CH2:25][CH2:24][NH:23][CH2:22][CH2:21]1. (2) Given the product [C:1]([O:5][C:6]([N:8]1[C:16]2[C:11](=[CH:12][CH:13]=[CH:14][CH:15]=2)[CH:10]([NH2:22])[CH2:9]1)=[O:7])([CH3:4])([CH3:3])[CH3:2], predict the reactants needed to synthesize it. The reactants are: [C:1]([O:5][C:6]([N:8]1[C:16]2[C:11](=[CH:12][CH:13]=[CH:14][CH:15]=2)[CH:10](C(O)=O)[CH2:9]1)=[O:7])([CH3:4])([CH3:3])[CH3:2].CC[N:22](C(C)C)C(C)C.C1C=CC(P(N=[N+]=[N-])(C2C=CC=CC=2)=O)=CC=1.[OH-].[K+]. (3) The reactants are: C(OC1C=CC(C(C2CCN(CC(O)=O)CC2)=O)=CC=1)C.FC1C=CC(C(C2CCN(CC(O)=O)CC2)=O)=CC=1.C1(CO)CC1.[CH:46]1([CH2:49][O:50][C:51]2[CH:68]=[CH:67][C:54]([C:55]([CH:57]3[CH2:62][CH2:61][N:60]([CH2:63][C:64]([OH:66])=[O:65])[CH2:59][CH2:58]3)=[O:56])=[CH:53][CH:52]=2)[CH2:48][CH2:47]1.[NH2:69][CH2:70][C:71]1[NH:72][C:73](=[O:81])[C:74]2[CH2:80][O:79][CH2:78][CH2:77][C:75]=2[N:76]=1.C(O)(C(F)(F)F)=O. Given the product [CH:46]1([CH2:49][O:50][C:51]2[CH:68]=[CH:67][C:54]([C:55]([CH:57]3[CH2:62][CH2:61][N:60]([CH2:63][C:64]([OH:66])=[O:65])[CH2:59][CH2:58]3)=[O:56])=[CH:53][CH:52]=2)[CH2:48][CH2:47]1.[CH:46]1([CH2:49][O:50][C:51]2[CH:52]=[CH:53][C:54]([C:55]([CH:57]3[CH2:58][CH2:59][N:60]([CH2:63][C:64]([NH:69][CH2:70][C:71]4[NH:72][C:73](=[O:81])[C:74]5[CH2:80][O:79][CH2:78][CH2:77][C:75]=5[N:76]=4)=[O:65])[CH2:61][CH2:62]3)=[O:56])=[CH:67][CH:68]=2)[CH2:48][CH2:47]1, predict the reactants needed to synthesize it. (4) Given the product [CH3:1][S:2][C:3]1[N:4]([CH2:27][CH2:28][CH3:29])[C:5](=[O:19])[C:6]2[N:11]=[C:10]([C:12]3[CH:17]=[CH:16][CH:15]=[C:14]([CH3:18])[CH:13]=3)[O:9][C:7]=2[N:8]=1.[CH3:1][S:2][C:3]1[N:4]=[C:5]([O:19][CH2:27][CH2:28][CH3:29])[C:6]2[N:11]=[C:10]([C:12]3[CH:17]=[CH:16][CH:15]=[C:14]([CH3:18])[CH:13]=3)[O:9][C:7]=2[N:8]=1, predict the reactants needed to synthesize it. The reactants are: [CH3:1][S:2][C:3]1[N:4]=[C:5]([OH:19])[C:6]2[N:11]=[C:10]([C:12]3[CH:17]=[CH:16][CH:15]=[C:14]([CH3:18])[CH:13]=3)[O:9][C:7]=2[N:8]=1.C(=O)([O-])[O-].[K+].[K+].Br[CH2:27][CH2:28][CH3:29].O. (5) Given the product [CH3:21][S:22][C:9]1[CH:8]=[CH:7][CH:6]=[C:5]([N+:12]([O-:14])=[O:13])[C:16]=1[OH:19], predict the reactants needed to synthesize it. The reactants are: [N+](N[C:5]1C=[CH:9][CH:8]=[CH:7][CH:6]=1)([O-])=O.Cl.[N:12]([O-:14])=[O:13].[Na+].[C:16](=[O:19])(O)[O-].[Na+].[CH3:21][S-:22].[Na+]. (6) Given the product [S:1]1[CH:5]=[CH:4][CH:3]=[C:2]1[C:6]1[O:7][C:8]2[CH:14]=[C:13]([CH2:15][OH:16])[CH:12]=[CH:11][C:9]=2[N:10]=1, predict the reactants needed to synthesize it. The reactants are: [S:1]1[CH:5]=[CH:4][CH:3]=[C:2]1[C:6]1[O:7][C:8]2[CH:14]=[C:13]([C:15](OC)=[O:16])[CH:12]=[CH:11][C:9]=2[N:10]=1.C(=O)=O.CC(C)=O.[H-].[Al+3].[Li+].[H-].[H-].[H-].[OH-].[Na+].S([O-])([O-])(=O)=O.[Mg+2]. (7) Given the product [Cl:21][C:18]1[CH:19]=[CH:20][C:15]([CH2:14][CH2:13][NH:12][C:11]([C:8]2[CH:9]=[CH:10][C:5]([O:4][C:2]([N:32]3[CH2:31][CH2:30][N:29]([CH2:28][CH:24]4[CH2:25][CH2:26][CH2:27][O:23]4)[CH2:34][CH2:33]3)=[O:3])=[CH:6][CH:7]=2)=[O:22])=[CH:16][CH:17]=1, predict the reactants needed to synthesize it. The reactants are: Cl[C:2]([O:4][C:5]1[CH:10]=[CH:9][C:8]([C:11](=[O:22])[NH:12][CH2:13][CH2:14][C:15]2[CH:20]=[CH:19][C:18]([Cl:21])=[CH:17][CH:16]=2)=[CH:7][CH:6]=1)=[O:3].[O:23]1[CH2:27][CH2:26][CH2:25][CH:24]1[CH2:28][N:29]1[CH2:34][CH2:33][NH:32][CH2:31][CH2:30]1.[K+].[Br-].C(O)[C@H](O)[C@H]1OC(=O)C(O)=C1O.